This data is from Forward reaction prediction with 1.9M reactions from USPTO patents (1976-2016). The task is: Predict the product of the given reaction. (1) Given the reactants [F:1][C:2]1[C:3]([O:22][CH3:23])=[CH:4][C:5]([CH2:17][C:18]([F:21])([F:20])[F:19])=[C:6]([C:8]2[N:13]=[CH:12][C:11]3[CH:14]=[N:15][NH:16][C:10]=3[CH:9]=2)[CH:7]=1.[I:24]N1C(=O)CCC1=O, predict the reaction product. The product is: [F:1][C:2]1[C:3]([O:22][CH3:23])=[CH:4][C:5]([CH2:17][C:18]([F:21])([F:19])[F:20])=[C:6]([C:8]2[N:13]=[CH:12][C:11]3[C:14]([I:24])=[N:15][NH:16][C:10]=3[CH:9]=2)[CH:7]=1. (2) Given the reactants [CH2:1]([O:3][C:4](=[O:25])[CH:5]=[CH:6][C:7]1[CH:12]=[CH:11][C:10]([O:13]CC2C=CC=CC=2)=[CH:9][C:8]=1[C:21]([F:24])([F:23])[F:22])[CH3:2], predict the reaction product. The product is: [CH2:1]([O:3][C:4](=[O:25])[CH2:5][CH2:6][C:7]1[CH:12]=[CH:11][C:10]([OH:13])=[CH:9][C:8]=1[C:21]([F:23])([F:22])[F:24])[CH3:2]. (3) The product is: [CH3:18][C:19]1[CH:23]=[C:22]([CH3:24])[NH:21][C:20]=1[CH:25]=[C:10]1[C:9]2[C:13](=[CH:14][CH:15]=[CH:16][C:8]=2[C:4]2[CH:5]=[CH:6][CH:7]=[C:2]([Cl:1])[CH:3]=2)[NH:12][C:11]1=[O:17]. Given the reactants [Cl:1][C:2]1[CH:3]=[C:4]([C:8]2[CH:16]=[CH:15][CH:14]=[C:13]3[C:9]=2[CH2:10][C:11](=[O:17])[NH:12]3)[CH:5]=[CH:6][CH:7]=1.[CH3:18][C:19]1[CH:23]=[C:22]([CH3:24])[NH:21][C:20]=1[CH:25]=O, predict the reaction product. (4) Given the reactants C(OC(=O)[NH:7][CH2:8][C:9]1[CH:14]=[C:13]([C:15]#[C:16][C:17]2[CH:18]=[N:19][CH:20]=[C:21]([C:23]#[N:24])[CH:22]=2)[CH:12]=[CH:11][C:10]=1[F:25])(C)(C)C.FC(F)(F)C(O)=O, predict the reaction product. The product is: [NH3:7].[NH2:7][CH2:8][C:9]1[CH:14]=[C:13]([C:15]#[C:16][C:17]2[CH:18]=[N:19][CH:20]=[C:21]([CH:22]=2)[C:23]#[N:24])[CH:12]=[CH:11][C:10]=1[F:25]. (5) Given the reactants [CH:1]1([CH2:6][C:7]#[N:8])[CH2:5][CH2:4][CH2:3][CH2:2]1.[K].C1(C)C=CC=CC=1.[CH3:17][O:18][C:19]1[CH:20]=[C:21]([CH:26]=[C:27]([O:29][CH3:30])[CH:28]=1)[C:22](OC)=[O:23].Cl, predict the reaction product. The product is: [CH:1]1([CH:6]([C:22](=[O:23])[C:21]2[CH:26]=[C:27]([O:29][CH3:30])[CH:28]=[C:19]([O:18][CH3:17])[CH:20]=2)[C:7]#[N:8])[CH2:5][CH2:4][CH2:3][CH2:2]1.